This data is from Reaction yield outcomes from USPTO patents with 853,638 reactions. The task is: Predict the reaction yield, written as a fraction of the theoretical maximum amount of product (1.0 means a 100% yield; for example, 0.34 means a 34% yield). The reactants are [CH2:1]([C:3]1[N:16]([C@@H:17]2[C:25]3[C:20](=[CH:21][C:22]([C:26]4[CH:31]=[CH:30][CH:29]=[CH:28][C:27]=4[C:32]4[N:36](C(C5C=CC=CC=5)(C5C=CC=CC=5)C5C=CC=CC=5)[N:35]=[N:34][N:33]=4)=[CH:23][CH:24]=3)[CH2:19][CH2:18]2)[C:6]2=[N:7][C:8]([CH2:12][CH:13]([OH:15])[CH3:14])=[CH:9][C:10]([CH3:11])=[C:5]2[N:4]=1)[CH3:2]. The catalyst is CO. The product is [NH:36]1[C:32]([C:27]2[CH:28]=[CH:29][CH:30]=[CH:31][C:26]=2[C:22]2[CH:21]=[C:20]3[C:25](=[CH:24][CH:23]=2)[C@@H:17]([N:16]2[C:6]4=[N:7][C:8]([CH2:12][CH:13]([OH:15])[CH3:14])=[CH:9][C:10]([CH3:11])=[C:5]4[N:4]=[C:3]2[CH2:1][CH3:2])[CH2:18][CH2:19]3)=[N:33][N:34]=[N:35]1. The yield is 0.430.